Task: Binary Classification. Given a miRNA mature sequence and a target amino acid sequence, predict their likelihood of interaction.. Dataset: Experimentally validated miRNA-target interactions with 360,000+ pairs, plus equal number of negative samples (1) The miRNA is hsa-miR-3929 with sequence GAGGCUGAUGUGAGUAGACCACU. The protein sequence of the target gene is MAAAADERSPEDGEDEEEEEQLVLVELSGIIDSDFLSKCENKCKVLGIDTERPILQVDSCVFAGEYEDTLGTCVIFEENVEHADTEGNNKTVLKYKCHTMKKLSMTRTLLTEKKEGEENIGGVEWLQIKDNDFSYRPNMICNFLHENEDEEVVASAPDKSLELEEEEIQMNDSSNLSCEQEKPMHLEIEDSGPLIDIPSETEGSVFMETQMLP. Result: 1 (interaction). (2) The miRNA is hsa-miR-600 with sequence ACUUACAGACAAGAGCCUUGCUC. The protein sequence of the target gene is MDPAPSLGCSLKDVKWSSVAVPLDLLVSTYRLPQIARLDNGECVEGLRENDYLLIHSCRQWTTITAHSLEEGHYVIGPKIEIPVHYAGQFKLLEQDRDIKEPVQYFNSVEEVAKAFPERVYVMEDITFNVKVASGECNEDTEVYNITLCTGDELTLMGQAEILYAKTFKEKSRLNTIFKKIGKLNSISKLGKGKMPCLICMNHRTNESISLPFQCKGRFSTRSPLELQMQEGEHTIRNIVEKTRLPVNVTVPSPPPRNPYDLHFIREGHRYKFVNIQTKTVVVCCVLRNNKILPMHFPLH.... Result: 0 (no interaction).